From a dataset of Forward reaction prediction with 1.9M reactions from USPTO patents (1976-2016). Predict the product of the given reaction. The product is: [N:18]([CH2:2][C:3]1[CH:8]=[CH:7][C:6]([F:9])=[CH:5][C:4]=1[C:10]([N:12]1[CH2:17][CH2:16][O:15][CH2:14][CH2:13]1)=[O:11])=[N+:19]=[N-:20]. Given the reactants Br[CH2:2][C:3]1[CH:8]=[CH:7][C:6]([F:9])=[CH:5][C:4]=1[C:10]([N:12]1[CH2:17][CH2:16][O:15][CH2:14][CH2:13]1)=[O:11].[N-:18]=[N+:19]=[N-:20].[Na+], predict the reaction product.